This data is from Forward reaction prediction with 1.9M reactions from USPTO patents (1976-2016). The task is: Predict the product of the given reaction. (1) Given the reactants C([Li])CCC.Br[C:7]1[CH:12]=[CH:11][CH:10]=[C:9]([Br:13])[CH:8]=1.[F:14][CH:15]([F:27])[O:16][C:17]1[CH:22]=[CH:21][C:20]([C:23](=O)[CH3:24])=[CH:19][C:18]=1[F:26], predict the reaction product. The product is: [Br:13][C:9]1[CH:8]=[C:7]([C:23]([C:20]2[CH:21]=[CH:22][C:17]([O:16][CH:15]([F:14])[F:27])=[C:18]([F:26])[CH:19]=2)=[CH2:24])[CH:12]=[CH:11][CH:10]=1. (2) Given the reactants [Cl:1][C:2]1[CH:7]=[CH:6][C:5]([C:8]2[O:12][C:11]([C:13]3[CH:14]=[C:15]([NH2:20])[C:16]([NH2:19])=[CH:17][CH:18]=3)=[N:10][N:9]=2)=[CH:4][CH:3]=1.[Cl:21][C:22]1[CH:29]=[C:28]([N:30]2[CH2:35][CH2:34][O:33][CH2:32][CH2:31]2)[CH:27]=[C:26]([Cl:36])[C:23]=1[CH:24]=O, predict the reaction product. The product is: [Cl:1][C:2]1[CH:3]=[CH:4][C:5]([C:8]2[O:12][C:11]([C:13]3[CH:18]=[CH:17][C:16]4[N:19]=[C:24]([C:23]5[C:22]([Cl:21])=[CH:29][C:28]([N:30]6[CH2:31][CH2:32][O:33][CH2:34][CH2:35]6)=[CH:27][C:26]=5[Cl:36])[NH:20][C:15]=4[CH:14]=3)=[N:10][N:9]=2)=[CH:6][CH:7]=1. (3) Given the reactants [Br:1][C:2]1[CH:7]=[CH:6][C:5]([CH2:8][CH2:9][NH2:10])=[CH:4][CH:3]=1.CCN(CC)CC.[C:18](O[C:18]([C:20]([F:23])([F:22])[F:21])=[O:19])([C:20]([F:23])([F:22])[F:21])=[O:19], predict the reaction product. The product is: [Br:1][C:2]1[CH:7]=[CH:6][C:5]([CH2:8][CH2:9][NH:10][C:18](=[O:19])[C:20]([F:23])([F:22])[F:21])=[CH:4][CH:3]=1. (4) The product is: [CH3:17][N:14]1[CH2:15][CH2:16][C:10]2([CH2:11][NH:8][CH2:9]2)[CH2:12][CH2:13]1. Given the reactants C(OC([N:8]1[CH2:11][C:10]2([CH2:16][CH2:15][N:14]([CH3:17])[CH2:13][CH2:12]2)[CH2:9]1)=O)(C)(C)C.C(O)(C(F)(F)F)=O, predict the reaction product.